From a dataset of Forward reaction prediction with 1.9M reactions from USPTO patents (1976-2016). Predict the product of the given reaction. (1) The product is: [C:21]1([C:2]2[CH:3]=[C:4]([CH:18]=[C:19]([C:21]3[CH:26]=[CH:25][C:24]([CH2:27][N:28]([CH3:30])[CH3:29])=[CH:23][CH:22]=3)[N:20]=2)[C:5]([NH:7][CH2:8][C:9]2[C:10](=[O:17])[NH:11][C:12]([CH3:16])=[CH:13][C:14]=2[CH3:15])=[O:6])[CH2:26][CH2:25][CH2:24][CH2:23][CH:22]=1. Given the reactants Cl[C:2]1[CH:3]=[C:4]([CH:18]=[C:19]([C:21]2[CH:26]=[CH:25][C:24]([CH2:27][N:28]([CH3:30])[CH3:29])=[CH:23][CH:22]=2)[N:20]=1)[C:5]([NH:7][CH2:8][C:9]1[C:10](=[O:17])[NH:11][C:12]([CH3:16])=[CH:13][C:14]=1[CH3:15])=[O:6].B(O)O.C([O-])([O-])=O.[Na+].[Na+], predict the reaction product. (2) Given the reactants C([O:4][C:5](=[O:33])[C@@:6]([NH:15][C:16]([O:18][CH2:19][CH:20]1[C:32]2[CH:31]=[CH:30][CH:29]=[CH:28][C:27]=2[C:26]2[C:21]1=[CH:22][CH:23]=[CH:24][CH:25]=2)=[O:17])([CH3:14])[C@@H:7]([O:9][C:10]([CH3:13])([CH3:12])[CH3:11])[CH3:8])C=C, predict the reaction product. The product is: [C:10]([O:9][C@@H:7]([CH3:8])[C@:6]([NH:15][C:16]([O:18][CH2:19][CH:20]1[C:21]2[CH:22]=[CH:23][CH:24]=[CH:25][C:26]=2[C:27]2[C:32]1=[CH:31][CH:30]=[CH:29][CH:28]=2)=[O:17])([CH3:14])[C:5]([OH:33])=[O:4])([CH3:11])([CH3:12])[CH3:13]. (3) The product is: [CH2:1]([N:3]1[C:7]2=[N:8][CH:9]=[C:10]([C:19]([OH:21])=[O:20])[C:11]([NH:12][CH:13]3[CH2:18][CH2:17][CH2:16][O:15][CH2:14]3)=[C:6]2[CH:5]=[N:4]1)[CH3:2]. Given the reactants [CH2:1]([N:3]1[C:7]2=[N:8][CH:9]=[C:10]([C:19]([O:21]CC)=[O:20])[C:11]([NH:12][CH:13]3[CH2:18][CH2:17][CH2:16][O:15][CH2:14]3)=[C:6]2[CH:5]=[N:4]1)[CH3:2].[OH-].[Na+].Cl, predict the reaction product.